From a dataset of Forward reaction prediction with 1.9M reactions from USPTO patents (1976-2016). Predict the product of the given reaction. (1) Given the reactants C([C@@H]1N(CC2C=C(C3C=CC=CC=3)ON=2)C[C@H](CC(C)C)NC1=O)C(C)C.[CH3:28][C:29]([CH3:43])([CH3:42])[CH2:30][C@@H:31]1[NH:36][C:35](=[O:37])[C@H:34]([CH2:38][CH:39]([CH3:41])[CH3:40])[NH:33][CH2:32]1.[F:44][C:45]1[CH:50]=[CH:49][C:48]([C:51]2[O:55][N:54]=[C:53]([CH:56]=O)[CH:52]=2)=[CH:47][CH:46]=1, predict the reaction product. The product is: [CH3:28][C:29]([CH3:42])([CH3:43])[CH2:30][C@@H:31]1[NH:36][C:35](=[O:37])[C@H:34]([CH2:38][CH:39]([CH3:40])[CH3:41])[N:33]([CH2:56][C:53]2[CH:52]=[C:51]([C:48]3[CH:49]=[CH:50][C:45]([F:44])=[CH:46][CH:47]=3)[O:55][N:54]=2)[CH2:32]1. (2) Given the reactants [OH-].[Li+].[CH3:3][C:4]1[CH:9]=[C:8]([N:10]2[CH:14]=[N:13][N:12]=[N:11]2)[N:7]=[CH:6][C:5]=1[CH2:15][C:16]([O-:18])=[O:17], predict the reaction product. The product is: [CH3:3][C:4]1[CH:9]=[C:8]([N:10]2[CH:14]=[N:13][N:12]=[N:11]2)[N:7]=[CH:6][C:5]=1[CH2:15][C:16]([OH:18])=[O:17]. (3) The product is: [Br:14][C:15]1[C:16]([N:1]2[CH2:5][CH2:4][C@@H:3]([NH:6][C:7](=[O:13])[O:8][C:9]([CH3:10])([CH3:12])[CH3:11])[CH2:2]2)=[C:17]2[C:23]([NH:24][C:25](=[O:32])[C:26]3[CH:31]=[CH:30][CH:29]=[N:28][CH:27]=3)=[CH:22][NH:21][C:18]2=[N:19][CH:20]=1. Given the reactants [NH:1]1[CH2:5][CH2:4][C@@H:3]([NH:6][C:7](=[O:13])[O:8][C:9]([CH3:12])([CH3:11])[CH3:10])[CH2:2]1.[Br:14][C:15]1[C:16](F)=[C:17]2[C:23]([NH:24][C:25](=[O:32])[C:26]3[CH:31]=[CH:30][CH:29]=[N:28][CH:27]=3)=[CH:22][NH:21][C:18]2=[N:19][CH:20]=1.CC#N.O, predict the reaction product. (4) Given the reactants C(O[C:4](=[O:15])[CH:5]([CH3:14])[C:6](=[O:13])[CH2:7][C:8]([O:10][CH2:11][CH3:12])=[O:9])C.C(OC(O[CH2:22][CH3:23])=C)C.[CH3:24][NH2:25].O, predict the reaction product. The product is: [CH2:11]([O:10][C:8]([C:7]1[C:6]([OH:13])=[C:5]([CH3:14])[C:4](=[O:15])[N:25]([CH3:24])[C:22]=1[CH3:23])=[O:9])[CH3:12]. (5) Given the reactants O[C@H:2]([CH3:18])[C@H:3]([NH:7][C:8]([O:10][C:11]1([CH3:17])[CH2:16][CH2:15][CH2:14][CH2:13][CH2:12]1)=[O:9])[C:4]([OH:6])=[O:5].C1CN([P+](ON2N=NC3C=CC=CC2=3)(N2CCCC2)N2CCCC2)CC1.F[P-](F)(F)(F)(F)F.CCN(CC)CC, predict the reaction product. The product is: [CH3:17][C:11]1([O:10][C:8](=[O:9])[NH:7][C@H:3]2[C:4](=[O:6])[O:5][C@H:2]2[CH3:18])[CH2:16][CH2:15][CH2:14][CH2:13][CH2:12]1. (6) Given the reactants NC[C@@H]1OC(=O)N(C2C=CC(S(C)=O)=C(F)C=2)C1.[N:19]([CH2:22][C@H:23]1[O:27][C:26](=[O:28])[N:25]([C:29]2[CH:34]=[CH:33][C:32]([S:35]([CH2:37][CH2:38][F:39])=[O:36])=[C:31]([F:40])[CH:30]=2)[CH2:24]1)=[N+]=[N-].C1(P(C2C=CC=CC=2)C2C=CC=CC=2)C=CC=CC=1, predict the reaction product. The product is: [NH2:19][CH2:22][C@@H:23]1[O:27][C:26](=[O:28])[N:25]([C:29]2[CH:34]=[CH:33][C:32]([S:35]([CH2:37][CH2:38][F:39])=[O:36])=[C:31]([F:40])[CH:30]=2)[CH2:24]1. (7) Given the reactants [O-:1][CH2:2][CH3:3].[Na+].[CH2:5]([C:7]([CH2:20]C)(P(O)(O)=O)/[C:8](/C)=C(\CC)/C([O-])=O)[CH3:6].[CH3:22][C:23]([CH3:37])=[CH:24][CH2:25][CH2:26]/[C:27](/[CH3:36])=[CH:28]/[CH2:29][CH2:30]/[C:31](/[CH3:35])=[CH:32]/[CH:33]=[O:34].C(O)(=O)C, predict the reaction product. The product is: [CH2:2]([O:1][C:33](=[O:34])/[CH:32]=[C:31](\[CH3:35])/[CH:30]=[CH:29]/[CH:28]=[C:27](\[CH3:36])/[CH2:26][CH2:25]/[CH:24]=[C:23](\[CH3:37])/[CH2:22][CH2:6][CH:5]=[C:7]([CH3:20])[CH3:8])[CH3:3].